From a dataset of Peptide-MHC class I binding affinity with 185,985 pairs from IEDB/IMGT. Regression. Given a peptide amino acid sequence and an MHC pseudo amino acid sequence, predict their binding affinity value. This is MHC class I binding data. (1) The peptide sequence is QWLPTGTLL. The MHC is HLA-A23:01 with pseudo-sequence HLA-A23:01. The binding affinity (normalized) is 0.0156. (2) The peptide sequence is SCEEGKLCY. The MHC is HLA-A23:01 with pseudo-sequence HLA-A23:01. The binding affinity (normalized) is 0.